This data is from Full USPTO retrosynthesis dataset with 1.9M reactions from patents (1976-2016). The task is: Predict the reactants needed to synthesize the given product. (1) The reactants are: [F:1][C:2]1[CH:10]=[CH:9][CH:8]=[C:7]([CH3:11])[C:3]=1[C:4](O)=O.[N+:12]([O-])(O)=O.[C:16](=[O:19])([O-])[O-].[K+].[K+].IC.[OH2:24]. Given the product [NH2:12][C:8]1[C:7]([CH3:11])=[C:3]([C:2]([F:1])=[CH:10][CH:9]=1)[C:4]([O:19][CH3:16])=[O:24], predict the reactants needed to synthesize it. (2) Given the product [N:14]1([CH2:2][CH2:3][C:4]2[C:12]3[C:7](=[CH:8][CH:9]=[C:10]([F:13])[CH:11]=3)[NH:6][CH:5]=2)[CH:18]=[CH:17][N:16]=[CH:15]1, predict the reactants needed to synthesize it. The reactants are: Br[CH2:2][CH2:3][C:4]1[C:12]2[C:7](=[CH:8][CH:9]=[C:10]([F:13])[CH:11]=2)[NH:6][CH:5]=1.[NH:14]1[CH:18]=[CH:17][N:16]=[CH:15]1.C(N(C(C)C)C(C)C)C. (3) Given the product [CH3:1][N:2]([CH3:3])[C:9]1[N:8]=[C:7]([CH2:6][OH:17])[CH:12]=[CH:11][N:10]=1, predict the reactants needed to synthesize it. The reactants are: [CH3:1][NH:2][CH3:3].CO[CH:6]([O:17]C)[C:7]1[CH:12]=[CH:11][N:10]=[C:9](S(C)(=O)=O)[N:8]=1.[BH4-].[Na+]. (4) Given the product [I-:15].[CH3:1][N:2]1[C@H:14]2[C@H:5]([CH2:6][CH2:7][C:8]3[CH:9]=[CH:10][N+:11]([CH2:16][CH2:17][CH2:18][CH2:19][CH2:20][CH2:21][CH2:22][CH3:23])=[CH:12][C:13]=32)[CH2:4][CH2:3]1, predict the reactants needed to synthesize it. The reactants are: [CH3:1][N:2]1[C@H:14]2[C@H:5]([CH2:6][CH2:7][C:8]3[CH:9]=[CH:10][N:11]=[CH:12][C:13]=32)[CH2:4][CH2:3]1.[I:15][CH2:16][CH2:17][CH2:18][CH2:19][CH2:20][CH2:21][CH2:22][CH3:23]. (5) Given the product [CH2:19]([C:21]1[N:26]=[C:25]2[N:27]([C:35]3[CH:34]=[N:33][C:32]([F:31])=[CH:37][CH:36]=3)[N:28]=[CH:29][C:24]2=[C:23]([NH2:30])[N:22]=1)[CH3:20], predict the reactants needed to synthesize it. The reactants are: C(C1N=C2N(C3C=CC=CC=3)N=CC2=C(N)N=1)C.[CH2:19]([C:21]1[N:26]=[C:25]2[NH:27][N:28]=[CH:29][C:24]2=[C:23]([NH2:30])[N:22]=1)[CH3:20].[F:31][C:32]1[CH:37]=[CH:36][C:35](I)=[CH:34][N:33]=1. (6) Given the product [F:21][C:22]([F:44])([F:43])[C:23]1[CH:39]=[CH:38][C:26]([CH2:27][NH:28][C:29]([C:31]2([C:34]([F:37])([F:36])[F:35])[CH2:33][CH2:32]2)=[O:30])=[CH:25][C:24]=1[NH:40][C:41]1[N:9]([CH3:10])[C:5]2[CH:4]=[C:3]([N:11]3[CH2:16][CH2:15][CH:14]([C:17]([F:19])([F:20])[F:18])[CH2:13][CH2:12]3)[C:2]([Cl:1])=[CH:8][C:6]=2[N:7]=1, predict the reactants needed to synthesize it. The reactants are: [Cl:1][C:2]1[C:3]([N:11]2[CH2:16][CH2:15][CH:14]([C:17]([F:20])([F:19])[F:18])[CH2:13][CH2:12]2)=[CH:4][C:5]([NH:9][CH3:10])=[C:6]([CH:8]=1)[NH2:7].[F:21][C:22]([F:44])([F:43])[C:23]1[CH:39]=[CH:38][C:26]([CH2:27][NH:28][C:29]([C:31]2([C:34]([F:37])([F:36])[F:35])[CH2:33][CH2:32]2)=[O:30])=[CH:25][C:24]=1[N:40]=[C:41]=S.CC(C)N=C=NC(C)C. (7) Given the product [Br:1][CH2:2][CH2:3][CH2:4][CH2:5][C:6]([O:8][N:10]1[C:14](=[O:15])[CH2:13][CH2:12][C:11]1=[O:16])=[O:7], predict the reactants needed to synthesize it. The reactants are: [Br:1][CH2:2][CH2:3][CH2:4][CH2:5][C:6]([OH:8])=[O:7].O[N:10]1[C:14](=[O:15])[CH2:13][CH2:12][C:11]1=[O:16].CC[N+](CCCN(C)C)=C=N.